From a dataset of Forward reaction prediction with 1.9M reactions from USPTO patents (1976-2016). Predict the product of the given reaction. (1) Given the reactants [F:1][C:2]1[CH:3]=[C:4]2[C:8](=[CH:9][C:10]=1[C:11]([O:13]C)=[O:12])[N:7]([S:15]([CH3:18])(=[O:17])=[O:16])[CH:6]=[CH:5]2.[OH-].[Li+], predict the reaction product. The product is: [F:1][C:2]1[CH:3]=[C:4]2[C:8](=[CH:9][C:10]=1[C:11]([OH:13])=[O:12])[N:7]([S:15]([CH3:18])(=[O:16])=[O:17])[CH:6]=[CH:5]2. (2) Given the reactants [CH:1]12[C:9](=[O:10])[CH:6]([CH2:7][CH2:8]1)[CH2:5][CH:4]=[CH:3][CH2:2]2.[CH2:11](O)[CH2:12][OH:13], predict the reaction product. The product is: [O:10]1[CH2:11][CH2:12][O:13][C:9]21[CH:6]1[CH2:7][CH2:8][CH:1]2[CH2:2][CH:3]=[CH:4][CH2:5]1. (3) The product is: [N:5]1[CH:10]=[CH:9][C:8]([N:11]2[CH2:16][CH2:15][CH:14]([C:17]([Cl:3])=[O:19])[CH2:13][CH2:12]2)=[CH:7][CH:6]=1. Given the reactants S(Cl)([Cl:3])=O.[N:5]1[CH:10]=[CH:9][C:8]([N:11]2[CH2:16][CH2:15][CH:14]([C:17]([OH:19])=O)[CH2:13][CH2:12]2)=[CH:7][CH:6]=1, predict the reaction product. (4) Given the reactants C([O:3][C:4](=[O:39])[C:5]([O:8][C:9]1[CH:14]=[CH:13][C:12]([O:15][CH2:16][CH2:17][CH:18]([O:20][C:21]2[CH:26]=[CH:25][C:24]([CH2:27][CH2:28][CH2:29][CH3:30])=[CH:23][C:22]=2[C:31](=[O:38])[C:32]2[CH:37]=[CH:36][CH:35]=[CH:34][CH:33]=2)[CH3:19])=[CH:11][CH:10]=1)([CH3:7])[CH3:6])C.[OH-].[Na+].Cl, predict the reaction product. The product is: [C:31]([C:22]1[CH:23]=[C:24]([CH2:27][CH2:28][CH2:29][CH3:30])[CH:25]=[CH:26][C:21]=1[O:20][CH:18]([CH3:19])[CH2:17][CH2:16][O:15][C:12]1[CH:11]=[CH:10][C:9]([O:8][C:5]([CH3:7])([CH3:6])[C:4]([OH:39])=[O:3])=[CH:14][CH:13]=1)(=[O:38])[C:32]1[CH:33]=[CH:34][CH:35]=[CH:36][CH:37]=1. (5) Given the reactants C(O[C:6]([N:8](C)[C:9]([CH2:30][CH2:31][CH2:32][N:33]1[CH2:37][CH2:36][CH2:35][CH2:34]1)([CH2:17][CH2:18][CH2:19][CH2:20][B:21]1[O:25]C(C)(C)C(C)(C)[O:22]1)[C:10]([O:12]C(C)(C)C)=[O:11])=O)(C)(C)C.[ClH:39], predict the reaction product. The product is: [ClH:39].[ClH:39].[B:21]([CH2:20][CH2:19][CH2:18][CH2:17][C:9]([NH:8][CH3:6])([CH2:30][CH2:31][CH2:32][N:33]1[CH2:34][CH2:35][CH2:36][CH2:37]1)[C:10]([OH:12])=[O:11])([OH:22])[OH:25]. (6) Given the reactants [NH2:1][C:2]12[CH2:9][CH2:8][C:5]([CH2:10][CH2:11][C:12]3[C:13]([F:39])=[CH:14][N:15]=[C:16]4[C:21]=3[N:20]=[C:19]([O:22][C@@H:23]3[CH2:27][O:26][CH2:25][C@H:24]3[NH:28][C:29](=[O:38])[O:30][CH2:31][C:32]3[CH:37]=[CH:36][CH:35]=[CH:34][CH:33]=3)[CH:18]=[CH:17]4)([CH2:6][CH2:7]1)[O:4][CH2:3]2.[O:40]=[C:41]1[CH2:46][O:45][C:44]2[CH:47]=[CH:48][C:49]([CH:51]=O)=[N:50][C:43]=2[NH:42]1, predict the reaction product. The product is: [F:39][C:13]1[C:12]([CH2:11][CH2:10][C:5]23[CH2:8][CH2:9][C:2]([NH:1][CH2:51][C:49]4[CH:48]=[CH:47][C:44]5[O:45][CH2:46][C:41](=[O:40])[NH:42][C:43]=5[N:50]=4)([CH2:7][CH2:6]2)[CH2:3][O:4]3)=[C:21]2[C:16]([CH:17]=[CH:18][C:19]([O:22][C@@H:23]3[CH2:27][O:26][CH2:25][C@H:24]3[NH:28][C:29](=[O:38])[O:30][CH2:31][C:32]3[CH:33]=[CH:34][CH:35]=[CH:36][CH:37]=3)=[N:20]2)=[N:15][CH:14]=1. (7) Given the reactants Cl.[CH3:2][O:3][C:4]([C:6]1[CH:11]=[CH:10][C:9]([C:12]2[CH2:16][C:15]3([CH2:21][CH2:20][NH2+:19][CH2:18][CH2:17]3)[O:14][N:13]=2)=[CH:8][CH:7]=1)=[O:5].[Br:22][C:23]1[CH:24]=[CH:25][C:26]([Cl:31])=[C:27]([CH:30]=1)[CH:28]=O, predict the reaction product. The product is: [Br:22][C:23]1[CH:24]=[CH:25][C:26]([Cl:31])=[C:27]([CH:30]=1)[CH2:28][N:19]1[CH2:20][CH2:21][C:15]2([O:14][N:13]=[C:12]([C:9]3[CH:10]=[CH:11][C:6]([C:4]([O:3][CH3:2])=[O:5])=[CH:7][CH:8]=3)[CH2:16]2)[CH2:17][CH2:18]1.